From a dataset of Retrosynthesis with 50K atom-mapped reactions and 10 reaction types from USPTO. Predict the reactants needed to synthesize the given product. (1) The reactants are: CC1CCN(C2CCNCC2)CC1.Cc1cc(Cl)cc(Cl)c1S(=O)(=O)Cl. Given the product Cc1cc(Cl)cc(Cl)c1S(=O)(=O)N1CCC(N2CCC(C)CC2)CC1, predict the reactants needed to synthesize it. (2) Given the product Nc1nc(NCCNc2ccc(-c3ncc[nH]3)c(-c3ccc(Cl)cc3Cl)n2)ccc1[N+](=O)[O-], predict the reactants needed to synthesize it. The reactants are: NCCNc1ccc(-c2ncc[nH]2)c(-c2ccc(Cl)cc2Cl)n1.Nc1nc(Cl)ccc1[N+](=O)[O-].